Dataset: Forward reaction prediction with 1.9M reactions from USPTO patents (1976-2016). Task: Predict the product of the given reaction. (1) Given the reactants [C:1](=O)([S:8][C:9]1[CH:14]=[C:13]([F:15])[CH:12]=[C:11]([Br:16])[CH:10]=1)[C:2]1[CH:7]=[CH:6][CH:5]=[CH:4][CH:3]=1.BrCC1CCCCC1, predict the reaction product. The product is: [Br:16][C:11]1[CH:10]=[C:9]([S:8][CH2:1][CH:2]2[CH2:3][CH2:4][CH2:5][CH2:6][CH2:7]2)[CH:14]=[C:13]([F:15])[CH:12]=1. (2) Given the reactants [F:1][C:2]1[CH:7]=[CH:6][C:5]([N:8]2[C:12]([C:13]3[N:14]=[CH:15][NH:16][CH:17]=3)=[C:11]([CH3:18])[N:10]=[N:9]2)=[CH:4][CH:3]=1.Cl[C:20]1[CH:25]=[CH:24][C:23]([C:26]([F:29])([F:28])[F:27])=[CH:22][N:21]=1.C(=O)([O-])[O-].[K+].[K+].O, predict the reaction product. The product is: [F:1][C:2]1[CH:7]=[CH:6][C:5]([N:8]2[C:12]([C:13]3[N:14]=[CH:15][N:16]([C:20]4[CH:25]=[CH:24][C:23]([C:26]([F:29])([F:28])[F:27])=[CH:22][N:21]=4)[CH:17]=3)=[C:11]([CH3:18])[N:10]=[N:9]2)=[CH:4][CH:3]=1. (3) Given the reactants C[CH:2]([OH:20])[CH2:3][O:4][CH2:5][CH2:6][O:7][CH2:8][CH2:9][O:10][CH2:11][CH2:12][O:13][CH2:14][CH2:15][O:16][CH2:17][CH2:18][OH:19].[C:21]([O:25][C:26]([CH3:29])([CH3:28])[CH3:27])(=[O:24])[CH:22]=[CH2:23].[CH2:30]1COCC1, predict the reaction product. The product is: [C:26]([O:25][C:21](=[O:24])[CH2:22][CH2:23][O:20][CH2:2][CH2:3][O:4][CH2:5][CH2:6][O:7][CH2:8][CH2:9][O:10][CH2:11][CH2:12][O:13][CH2:14][CH2:15][O:16][CH2:17][CH2:18][O:19][CH3:30])([CH3:29])([CH3:28])[CH3:27]. (4) Given the reactants [F:1][C:2]1[CH:18]=[C:17]([F:19])[CH:16]=[CH:15][C:3]=1[CH2:4][CH:5]1[CH2:10][CH:9]([C:11]([O:13][CH3:14])=[O:12])[CH2:8][CH2:7][NH:6]1.CCN(C(C)C)C(C)C.[C:29](Cl)(=[O:32])[O:30][CH3:31].Cl, predict the reaction product. The product is: [F:1][C:2]1[CH:18]=[C:17]([F:19])[CH:16]=[CH:15][C:3]=1[CH2:4][CH:5]1[CH2:10][CH:9]([C:11]([O:13][CH3:14])=[O:12])[CH2:8][CH2:7][N:6]1[C:29]([O:30][CH3:31])=[O:32]. (5) The product is: [S:12]1[C:16]2[CH:17]=[CH:18][CH:19]=[CH:20][C:15]=2[CH:14]=[C:13]1[C:21]1[CH:29]=[CH:28][C:27]([NH:30][C:31](=[O:36])[CH:32]([C:2]2[S:1][CH:5]=[CH:4][N:3]=2)[CH2:33][CH3:34])=[CH:26][C:22]=1[C:23]([NH2:25])=[O:24]. Given the reactants [S:1]1[CH:5]=[CH:4][N:3]=[C:2]1C(C)C([O-])=O.[Na+].[S:12]1[C:16]2[CH:17]=[CH:18][CH:19]=[CH:20][C:15]=2[CH:14]=[C:13]1[C:21]1[CH:29]=[CH:28][C:27]([NH:30][C:31](=[O:36])[CH:32](Br)[CH2:33][CH3:34])=[CH:26][C:22]=1[C:23]([NH2:25])=[O:24].CN(C(ON1N=NC2C=CC=NC1=2)=[N+](C)C)C.F[P-](F)(F)(F)(F)F.CN1CCOCC1, predict the reaction product. (6) Given the reactants CC(OI1(OC(C)=O)(OC(C)=O)OC(=O)C2C=CC=CC1=2)=O.[OH:23][CH2:24][C:25]([C:28]1[CH:32]=[C:31]([NH:33][C:34](=[O:47])[C:35]([CH3:46])([S:37]([CH:40]2[CH2:45][CH2:44][O:43][CH2:42][CH2:41]2)(=[O:39])=[O:38])[CH3:36])[O:30][N:29]=1)([CH3:27])[CH3:26], predict the reaction product. The product is: [CH3:27][C:25]([C:28]1[CH:32]=[C:31]([NH:33][C:34](=[O:47])[C:35]([CH3:46])([S:37]([CH:40]2[CH2:41][CH2:42][O:43][CH2:44][CH2:45]2)(=[O:39])=[O:38])[CH3:36])[O:30][N:29]=1)([CH3:26])[CH:24]=[O:23].